Dataset: Catalyst prediction with 721,799 reactions and 888 catalyst types from USPTO. Task: Predict which catalyst facilitates the given reaction. (1) Reactant: [OH:1][C:2]1[CH:9]=[CH:8][C:5]([CH:6]=O)=[CH:4][CH:3]=1.Cl[CH2:11][CH2:12][O:13][CH2:14][CH2:15][OH:16].C(=O)([O-])[O-].[K+].[K+].[NH:23]1[CH2:29][C:27](=[O:28])[NH:26][C:24]1=[O:25].O.N. Product: [OH:16][CH2:15][CH2:14][O:13][CH2:12][CH2:11][O:1][C:2]1[CH:9]=[CH:8][C:5]([CH:6]=[C:29]2[NH:23][C:24](=[O:25])[NH:26][C:27]2=[O:28])=[CH:4][CH:3]=1. The catalyst class is: 192. (2) Reactant: N#N.[CH3:3][C:4]1([NH:19][C:20](=[O:26])[O:21][C:22]([CH3:25])([CH3:24])[CH3:23])[CH2:9][CH2:8][CH2:7][N:6]([C:10]2[CH:15]=[CH:14][N:13]=[CH:12][C:11]=2[N+:16]([O-])=O)[CH2:5]1. Product: [NH2:16][C:11]1[CH:12]=[N:13][CH:14]=[CH:15][C:10]=1[N:6]1[CH2:7][CH2:8][CH2:9][C:4]([NH:19][C:20](=[O:26])[O:21][C:22]([CH3:25])([CH3:24])[CH3:23])([CH3:3])[CH2:5]1. The catalyst class is: 43. (3) Reactant: [NH:1]1[CH2:4][CH:3]([C:5]#[C:6][C:7]2[CH:16]=[C:15]3[C:10]([C:11](=[O:28])[C:12]([C:17]4[CH:22]=[CH:21][C:20]([NH:23][S:24]([CH3:27])(=[O:26])=[O:25])=[CH:19][CH:18]=4)=[CH:13][O:14]3)=[CH:9][CH:8]=2)[CH2:2]1.FC(F)(F)C(O)=O.[C:36](=O)([O:43]N1C(=O)CCC1=O)[O:37][CH:38]1[CH2:42][CH2:41][CH2:40][CH2:39]1.C(N(C(C)C)CC)(C)C. Product: [CH:38]1([O:37][C:36]([N:1]2[CH2:4][CH:3]([C:5]#[C:6][C:7]3[CH:16]=[C:15]4[C:10]([C:11](=[O:28])[C:12]([C:17]5[CH:22]=[CH:21][C:20]([NH:23][S:24]([CH3:27])(=[O:26])=[O:25])=[CH:19][CH:18]=5)=[CH:13][O:14]4)=[CH:9][CH:8]=3)[CH2:2]2)=[O:43])[CH2:42][CH2:41][CH2:40][CH2:39]1. The catalyst class is: 4.